Dataset: Catalyst prediction with 721,799 reactions and 888 catalyst types from USPTO. Task: Predict which catalyst facilitates the given reaction. (1) Reactant: Cl[C:2]1[N:7]=[C:6]2[CH:8]=[C:9]([CH3:11])[NH:10][C:5]2=[C:4]([NH:12][CH2:13][C:14]2[C:19]([CH3:20])=[CH:18][CH:17]=[CH:16][C:15]=2[CH2:21][CH3:22])[CH:3]=1.CN([CH:26]=[O:27])C.C(=O)([O-])[O-].[K+].[K+].[C]=O.[CH2:36]([OH:38])[CH3:37]. Product: [CH2:36]([O:38][C:26]([C:2]1[N:7]=[C:6]2[CH:8]=[C:9]([CH3:11])[NH:10][C:5]2=[C:4]([NH:12][CH2:13][C:14]2[C:19]([CH3:20])=[CH:18][CH:17]=[CH:16][C:15]=2[CH2:21][CH3:22])[CH:3]=1)=[O:27])[CH3:37]. The catalyst class is: 167. (2) Reactant: [OH:1][CH:2]1[CH2:7][CH:6]2[N:8]([C:9]([O:11][C:12]([CH3:15])([CH3:14])[CH3:13])=[O:10])[CH:3]1[CH2:4][CH2:5]2.[H-].[Na+].Cl[C:19]1[N:27]=[CH:26][N:25]=[C:24]2[C:20]=1[N:21]=[C:22]([C:30]1[CH:31]=[N:32][C:33]([CH3:36])=[N:34][CH:35]=1)[N:23]2[CH2:28][CH3:29]. Product: [CH2:28]([N:23]1[C:22]([C:30]2[CH:35]=[N:34][C:33]([CH3:36])=[N:32][CH:31]=2)=[N:21][C:20]2[C:24]1=[N:25][CH:26]=[N:27][C:19]=2[O:1][CH:2]1[CH2:7][CH:6]2[N:8]([C:9]([O:11][C:12]([CH3:15])([CH3:14])[CH3:13])=[O:10])[CH:3]1[CH2:4][CH2:5]2)[CH3:29]. The catalyst class is: 1. (3) The catalyst class is: 10. Reactant: [OH:1][C@H:2]([C:24]1[C:33]2[C:28](=[CH:29][CH:30]=[C:31]([O:34][CH3:35])[CH:32]=2)[N:27]=[CH:26][CH:25]=1)[CH2:3][CH2:4][C@@H:5]1[CH2:10][CH2:9][N:8]([CH:11]2[CH2:14][CH:13]([C:15]3[CH:20]=[CH:19][CH:18]=[CH:17][CH:16]=3)[CH2:12]2)[CH2:7][C@@H:6]1[C:21](O)=[O:22].C(=O)(O)[O-].[NH4+].[N:41]1C=CC=CC=1.O. Product: [OH:1][C@H:2]([C:24]1[C:33]2[C:28](=[CH:29][CH:30]=[C:31]([O:34][CH3:35])[CH:32]=2)[N:27]=[CH:26][CH:25]=1)[CH2:3][CH2:4][C@@H:5]1[CH2:10][CH2:9][N:8]([CH:11]2[CH2:14][CH:13]([C:15]3[CH:16]=[CH:17][CH:18]=[CH:19][CH:20]=3)[CH2:12]2)[CH2:7][C@@H:6]1[C:21]([NH2:41])=[O:22]. (4) Reactant: C[O:2][C:3]([C:5]1[N:6]=[CH:7][C:8]2[C:9](=[O:23])[N:10]([CH2:16][C:17]3[CH:22]=[CH:21][CH:20]=[CH:19][CH:18]=3)[CH:11]=[CH:12][C:13]=2[C:14]=1[OH:15])=O.[CH3:24][NH:25][CH3:26].O. Product: [CH3:24][N:25]([CH3:26])[C:3]([C:5]1[N:6]=[CH:7][C:8]2[C:9](=[O:23])[N:10]([CH2:16][C:17]3[CH:18]=[CH:19][CH:20]=[CH:21][CH:22]=3)[CH:11]=[CH:12][C:13]=2[C:14]=1[OH:15])=[O:2]. The catalyst class is: 14. (5) Reactant: [CH3:1][C:2]1[C:7]([N+:8]([O-])=O)=[CH:6][CH:5]=[C:4]([CH3:11])[C:3]=1[NH:12][C:13](=[O:19])[CH2:14][C:15]([CH3:18])([CH3:17])[CH3:16]. Product: [NH2:8][C:7]1[C:2]([CH3:1])=[C:3]([NH:12][C:13](=[O:19])[CH2:14][C:15]([CH3:16])([CH3:17])[CH3:18])[C:4]([CH3:11])=[CH:5][CH:6]=1. The catalyst class is: 94. (6) Reactant: [Br:1]Br.C1(P(C2C=CC=CC=2)C2C=CC=CC=2)C=CC=CC=1.[OH:22][C:23]1[CH:32]=[CH:31][C:30]2[C:25](=[CH:26][C:27](O)=[CH:28][CH:29]=2)[CH:24]=1. Product: [Br:1][C:27]1[CH:26]=[C:25]2[C:30]([CH:31]=[CH:32][C:23]([OH:22])=[CH:24]2)=[CH:29][CH:28]=1. The catalyst class is: 10. (7) Reactant: Br[C:2]1[CH:3]=[CH:4][C:5]2[NH:6][C:7]3[C:12]([C:13]=2[CH:14]=1)=[CH:11][C:10](Br)=[CH:9][CH:8]=3.[C:16]1(B(O)O)[CH:21]=[CH:20][CH:19]=[CH:18][CH:17]=1.C(=O)([O-])[O-].[Na+].[Na+]. Product: [C:16]1([C:2]2[CH:3]=[CH:4][C:5]3[NH:6][C:7]4[C:12]([C:13]=3[CH:14]=2)=[CH:11][C:10]([C:2]2[CH:3]=[CH:4][CH:5]=[CH:13][CH:14]=2)=[CH:9][CH:8]=4)[CH:21]=[CH:20][CH:19]=[CH:18][CH:17]=1. The catalyst class is: 206.